Task: Predict the product of the given reaction.. Dataset: Forward reaction prediction with 1.9M reactions from USPTO patents (1976-2016) (1) Given the reactants [CH3:1][N:2]1[CH2:7][CH2:6][N:5]([C:8]([C:10]2[CH:11]=[C:12]([CH:23]=[CH:24][CH:25]=2)[C:13]([O:15]CC2C=CC=CC=2)=[O:14])=[O:9])[CH2:4][CH2:3]1.C(O)C(F)(F)F.ClCCl, predict the reaction product. The product is: [CH3:1][N:2]1[CH2:3][CH2:4][N:5]([C:8]([C:10]2[CH:11]=[C:12]([CH:23]=[CH:24][CH:25]=2)[C:13]([OH:15])=[O:14])=[O:9])[CH2:6][CH2:7]1. (2) Given the reactants [CH2:1]1[C:7]2[CH:8]=[CH:9][C:10]([O:12][C:13]3[CH:21]=[CH:20][C:16]([C:17]([NH2:19])=[O:18])=[CH:15][N:14]=3)=[CH:11][C:6]=2[CH2:5][CH2:4][CH2:3][NH:2]1.C([O-])([O-])=O.[K+].[K+].Br[CH2:29][CH2:30][CH2:31][CH2:32][CH2:33][CH2:34][CH3:35].C(OCC)(=O)C, predict the reaction product. The product is: [CH2:29]([N:2]1[CH2:3][CH2:4][CH2:5][C:6]2[CH:11]=[C:10]([O:12][C:13]3[CH:21]=[CH:20][C:16]([C:17]([NH2:19])=[O:18])=[CH:15][N:14]=3)[CH:9]=[CH:8][C:7]=2[CH2:1]1)[CH2:30][CH2:31][CH2:32][CH2:33][CH2:34][CH3:35].